Predict which catalyst facilitates the given reaction. From a dataset of Catalyst prediction with 721,799 reactions and 888 catalyst types from USPTO. (1) Reactant: [C:1]1([CH2:7][C:8]([C:23]2[CH:28]=[CH:27][CH:26]=[C:25]([O:29][C:30]([F:33])([F:32])[F:31])[CH:24]=2)([C:12]2[CH:17]=[CH:16][CH:15]=[C:14]([O:18][C:19]([F:22])([F:21])[F:20])[CH:13]=2)C(O)=O)[CH:6]=[CH:5][CH:4]=[CH:3][CH:2]=1.C([N:36](CC)CC)C.C1(P(N=[N+]=[N-])(C2C=CC=CC=2)=O)C=CC=CC=1.[CH3:58][Si:59]([CH:62](O)[CH3:63])([CH3:61])[CH3:60].CC[O:67][C:68](C)=[O:69]. Product: [C:1]1([CH2:7][C:8]([NH:36][C:68](=[O:69])[O:67][CH2:63][CH2:62][Si:59]([CH3:61])([CH3:60])[CH3:58])([C:12]2[CH:17]=[CH:16][CH:15]=[C:14]([O:18][C:19]([F:22])([F:21])[F:20])[CH:13]=2)[C:23]2[CH:28]=[CH:27][CH:26]=[C:25]([O:29][C:30]([F:32])([F:33])[F:31])[CH:24]=2)[CH:2]=[CH:3][CH:4]=[CH:5][CH:6]=1. The catalyst class is: 12. (2) Reactant: Cl[CH2:2][C:3]1[CH:28]=[CH:27][C:6]([C:7]([NH:9][C:10]2[S:11][C:12]3[C:18]([N:19]4[CH2:24][CH2:23][O:22][CH2:21][CH2:20]4)=[CH:17][CH:16]=[C:15]([O:25][CH3:26])[C:13]=3[N:14]=2)=[O:8])=[CH:5][CH:4]=1.C([N:36]1[CH2:41][CH2:40][NH:39][CH2:38][CH2:37]1)(OC(C)(C)C)=O.C(=O)([O-])N.C(=O)([O-])[O-].[Na+].[Na+]. Product: [CH3:26][O:25][C:15]1[C:13]2[N:14]=[C:10]([NH:9][C:7](=[O:8])[C:6]3[CH:5]=[CH:4][C:3]([CH2:2][N:36]4[CH2:41][CH2:40][NH:39][CH2:38][CH2:37]4)=[CH:28][CH:27]=3)[S:11][C:12]=2[C:18]([N:19]2[CH2:24][CH2:23][O:22][CH2:21][CH2:20]2)=[CH:17][CH:16]=1. The catalyst class is: 55. (3) Reactant: [CH2:1]([N:8]1[C:17]2[C:12](=[CH:13][CH:14]=[CH:15][N:16]=2)[CH:11]=[C:10]([C:18]([O:20]CC)=[O:19])[C:9]1=[O:23])[C:2]1[CH:7]=[CH:6][CH:5]=[CH:4][CH:3]=1.C(=O)([O-])[O-].[K+].[K+].O. Product: [CH2:1]([N:8]1[C:17]2[C:12](=[CH:13][CH:14]=[CH:15][N:16]=2)[CH:11]=[C:10]([C:18]([OH:20])=[O:19])[C:9]1=[O:23])[C:2]1[CH:7]=[CH:6][CH:5]=[CH:4][CH:3]=1. The catalyst class is: 12. (4) Reactant: [C:1]([CH2:3][N:4]1[C:12]2[CH2:11][CH2:10][CH2:9][CH2:8][C:7]=2[CH:6]=[C:5]1[C:13]([O:15][CH2:16][CH3:17])=[O:14])#[N:2].Cl.C(OCC)(=O)C. Product: [NH2:2][CH2:1][CH2:3][N:4]1[C:12]2[CH2:11][CH2:10][CH2:9][CH2:8][C:7]=2[CH:6]=[C:5]1[C:13]([O:15][CH2:16][CH3:17])=[O:14]. The catalyst class is: 63.